Task: Predict the reactants needed to synthesize the given product.. Dataset: Full USPTO retrosynthesis dataset with 1.9M reactions from patents (1976-2016) (1) Given the product [ClH:28].[NH2:1][C:2]1[C:7]2[NH:8][C:9](=[O:19])[N:10]([CH2:11][C:12]3[CH:13]=[N:14][C:15]([CH3:18])=[CH:16][CH:17]=3)[C:6]=2[CH:5]=[C:4]([O:20][CH2:21][CH:22]2[CH2:27][CH2:26][O:25][CH2:24][CH2:23]2)[N:3]=1, predict the reactants needed to synthesize it. The reactants are: [NH2:1][C:2]1[C:7]2[NH:8][C:9](=[O:19])[N:10]([CH2:11][C:12]3[CH:13]=[N:14][C:15]([CH3:18])=[CH:16][CH:17]=3)[C:6]=2[CH:5]=[C:4]([O:20][CH2:21][CH:22]2[CH2:27][CH2:26][O:25][CH2:24][CH2:23]2)[N:3]=1.[ClH:28]. (2) Given the product [CH3:35][C:25]1[CH:30]=[CH:29][C:28]([S:31]([O:21][C@@H:11]2[CH2:12][CH2:13][C@H:14]([C:16](=[O:20])[N:17]([CH3:19])[CH3:18])[CH2:15][C@H:10]2[NH:9][S:8](=[O:23])(=[O:22])[NH:7][C:6]([O:5][C:1]([CH3:4])([CH3:2])[CH3:3])=[O:24])(=[O:33])=[O:32])=[CH:27][CH:26]=1, predict the reactants needed to synthesize it. The reactants are: [C:1]([O:5][C:6](=[O:24])[NH:7][S:8](=[O:23])(=[O:22])[NH:9][C@@H:10]1[CH2:15][C@@H:14]([C:16](=[O:20])[N:17]([CH3:19])[CH3:18])[CH2:13][CH2:12][C@H:11]1[OH:21])([CH3:4])([CH3:3])[CH3:2].[C:25]1([CH3:35])[CH:30]=[CH:29][C:28]([S:31](Cl)(=[O:33])=[O:32])=[CH:27][CH:26]=1.CN1C=CN=C1. (3) Given the product [N:12]1[CH:13]=[C:14]([S:21]([C:22]2[CH:36]=[CH:35][C:25]3[N:26]=[C:27]([NH:29][C:30]([CH:32]4[CH2:33][CH2:34]4)=[O:31])[S:28][C:24]=3[CH:23]=2)=[O:9])[N:15]2[CH:20]=[CH:19][CH:18]=[N:17][C:16]=12, predict the reactants needed to synthesize it. The reactants are: ClC1C=CC=C(C(OO)=[O:9])C=1.[N:12]1[CH:13]=[C:14]([S:21][C:22]2[CH:36]=[CH:35][C:25]3[N:26]=[C:27]([NH:29][C:30]([CH:32]4[CH2:34][CH2:33]4)=[O:31])[S:28][C:24]=3[CH:23]=2)[N:15]2[CH:20]=[CH:19][CH:18]=[N:17][C:16]=12. (4) The reactants are: C([O:8][C:9]1[CH:28]=[CH:27][C:12]([O:13][C@H:14]2[CH2:19][O:18][C@@H:17]([CH2:20][CH2:21][CH2:22][NH:23][C:24](=[O:26])[CH3:25])[O:16][CH2:15]2)=[CH:11][CH:10]=1)C1C=CC=CC=1. Given the product [OH:8][C:9]1[CH:10]=[CH:11][C:12]([O:13][C@H:14]2[CH2:15][O:16][C@@H:17]([CH2:20][CH2:21][CH2:22][NH:23][C:24](=[O:26])[CH3:25])[O:18][CH2:19]2)=[CH:27][CH:28]=1, predict the reactants needed to synthesize it. (5) Given the product [CH3:32][O:31]/[N:30]=[C:29](/[C:33]1[CH:38]=[CH:37][CH:36]=[CH:35][CH:34]=1)\[CH2:28][O:1][C:2]1[CH:3]=[CH:4][C:5]([C:8]2[CH:13]=[CH:12][C:11]([CH2:14][CH2:15][C:16]([O:18][CH2:19][CH3:20])=[O:17])=[CH:10][CH:9]=2)=[CH:6][CH:7]=1, predict the reactants needed to synthesize it. The reactants are: [OH:1][C:2]1[CH:7]=[CH:6][C:5]([C:8]2[CH:13]=[CH:12][C:11]([CH2:14][CH2:15][C:16]([O:18][CH2:19][CH3:20])=[O:17])=[CH:10][CH:9]=2)=[CH:4][CH:3]=1.C(=O)([O-])[O-].[K+].[K+].Br[CH2:28]/[C:29](/[C:33]1[CH:38]=[CH:37][CH:36]=[CH:35][CH:34]=1)=[N:30]\[O:31][CH3:32]. (6) The reactants are: [C:1]([Si:5]([CH3:22])([CH3:21])[O:6][C@@H:7]1[C:15]2[C:10](=[C:11]([C:16]3([OH:20])[CH2:19][CH2:18][CH2:17]3)[CH:12]=[CH:13][CH:14]=2)[CH2:9][CH2:8]1)([CH3:4])([CH3:3])[CH3:2].[CH2:23]1CCCCC1.C(OCC)(=O)C. Given the product [C:1]([Si:5]([O:6][C@@H:7]1[C:15]2[C:10](=[C:11]([C:16]3([O:20][CH3:23])[CH2:19][CH2:18][CH2:17]3)[CH:12]=[CH:13][CH:14]=2)[CH2:9][CH2:8]1)([CH3:22])[CH3:21])([CH3:4])([CH3:3])[CH3:2], predict the reactants needed to synthesize it. (7) Given the product [C:57]([O:56][C:54]([NH:53][CH2:52][CH2:51][CH2:50][CH2:49][CH2:48][CH2:47][O:1][C:2]1[C:27]([O:28][CH3:29])=[CH:26][C:5]2[C:6]3[N:11]([CH:12]([C:14]([CH3:18])([CH3:19])[CH2:15][O:16][CH3:17])[CH2:13][C:4]=2[CH:3]=1)[CH:10]=[C:9]([C:20]([O:22][CH2:23][CH3:24])=[O:21])[C:8](=[O:25])[CH:7]=3)=[O:55])([CH3:60])([CH3:59])[CH3:58], predict the reactants needed to synthesize it. The reactants are: [OH:1][C:2]1[C:27]([O:28][CH3:29])=[CH:26][C:5]2[C:6]3[N:11]([CH:12]([C:14]([CH3:19])([CH3:18])[CH2:15][O:16][CH3:17])[CH2:13][C:4]=2[CH:3]=1)[CH:10]=[C:9]([C:20]([O:22][CH2:23][CH3:24])=[O:21])[C:8](=[O:25])[CH:7]=3.C(=O)([O-])[O-].[K+].[K+].CC1C=CC(S(O[CH2:47][CH2:48][CH2:49][CH2:50][CH2:51][CH2:52][NH:53][C:54]([O:56][C:57]([CH3:60])([CH3:59])[CH3:58])=[O:55])(=O)=O)=CC=1.O. (8) Given the product [CH2:23]([N:7]1[C:8]2[C:3](=[C:2]([F:1])[C:11]([O:12][CH3:13])=[C:10]([O:14][CH3:15])[CH:9]=2)[C:4](=[O:21])[C:5]([C:16]([O:18][CH2:19][CH3:20])=[O:17])=[CH:6]1)[CH3:24], predict the reactants needed to synthesize it. The reactants are: [F:1][C:2]1[C:11]([O:12][CH3:13])=[C:10]([O:14][CH3:15])[CH:9]=[C:8]2[C:3]=1[C:4](=[O:21])[C:5]([C:16]([O:18][CH2:19][CH3:20])=[O:17])=[CH:6][NH:7]2.F[C:23]1C=C2C(C(=O)C(C(OCC)=O)=CN2)=C(OC)[C:24]=1OC.C(=O)([O-])[O-].[K+].[K+].P(OCC)(OCC)(OCC)=O. (9) Given the product [CH2:12]([O:28][C:10]1[CH:9]=[CH:8][CH:7]=[CH:6][C:5]=1[C:3](=[O:4])[CH3:2])[CH2:13][CH2:14][CH2:15][CH2:16][CH2:17][CH2:18][CH2:19][CH2:20][CH2:21][CH2:22][CH2:23][CH2:24][CH2:25][CH3:26], predict the reactants needed to synthesize it. The reactants are: O[CH2:2][C:3]([C:5]1[CH:10]=[CH:9][CH:8]=[CH:7][CH:6]=1)=[O:4].Br[CH2:12][CH2:13][CH2:14][CH2:15][CH2:16][CH2:17][CH2:18][CH2:19][CH2:20][CH2:21][CH2:22][CH2:23][CH2:24][CH2:25][CH3:26].C(=O)([O-])[O-:28].[K+].[K+]. (10) Given the product [Br:24][C:21]1[CH:22]=[C:23]2[C:18](=[CH:19][CH:20]=1)[C:17](=[O:25])[NH:16][C:15](=[O:26])[C:14]2=[CH:13][NH:1][CH2:2][C:3]1[O:4][CH:5]=[C:6]([OH:10])[C:7](=[O:9])[CH:8]=1, predict the reactants needed to synthesize it. The reactants are: [NH2:1][CH2:2][C:3]1[O:4][CH:5]=[C:6]([OH:10])[C:7](=[O:9])[CH:8]=1.CO[CH:13]=[C:14]1[C:23]2[C:18](=[CH:19][CH:20]=[C:21]([Br:24])[CH:22]=2)[C:17](=[O:25])[NH:16][C:15]1=[O:26].